From a dataset of Full USPTO retrosynthesis dataset with 1.9M reactions from patents (1976-2016). Predict the reactants needed to synthesize the given product. (1) Given the product [CH3:7][CH:6]([CH2:5][CH2:4][CH:3]=[CH2:8])[CH2:9][C@@H:10]([OH:12])[CH3:11], predict the reactants needed to synthesize it. The reactants are: [Mg].Br[CH:3]([CH3:8])[CH2:4][CH2:5][CH:6]=[CH2:7].[CH2:9]1[O:12][C@H:10]1[CH3:11]. (2) Given the product [C:15]([C:4]1[CH:5]=[C:6]2[C:10](=[C:2]([C:22]3[CH:23]=[CH:24][C:19]([C:18]([F:29])([F:28])[F:17])=[CH:20][CH:21]=3)[CH:3]=1)[N:9]([CH3:11])[C:8]([C:12]([NH2:14])=[O:13])=[CH:7]2)#[N:16], predict the reactants needed to synthesize it. The reactants are: Br[C:2]1[CH:3]=[C:4]([C:15]#[N:16])[CH:5]=[C:6]2[C:10]=1[N:9]([CH3:11])[C:8]([C:12]([NH2:14])=[O:13])=[CH:7]2.[F:17][C:18]([F:29])([F:28])[C:19]1[CH:24]=[CH:23][C:22](B(O)O)=[CH:21][CH:20]=1. (3) Given the product [Cl:2][C:3]1[CH:4]=[C:5]2[C:11]([C:12]3[N:17]=[C:16]([NH:18][C@H:19]4[CH2:23][CH2:22][N:21]([S:58]([CH3:61])(=[O:60])=[O:59])[CH2:20]4)[C:15]([F:24])=[CH:14][N:13]=3)=[CH:10][NH:9][C:6]2=[N:7][CH:8]=1, predict the reactants needed to synthesize it. The reactants are: Cl.[Cl:2][C:3]1[CH:4]=[C:5]2[C:11]([C:12]3[N:17]=[C:16]([NH:18][C@H:19]4[CH2:23][CH2:22][NH:21][CH2:20]4)[C:15]([F:24])=[CH:14][N:13]=3)=[CH:10][N:9](S(C3C=CC(C)=CC=3)(=O)=O)[C:6]2=[N:7][CH:8]=1.ClC1C=C2C(C3N=C(N[C@H]4CCNC4)C(F)=CN=3)=CN([S:58]([C:61]3C=CC(C)=CC=3)(=[O:60])=[O:59])C2=NC=1.CCN(C(C)C)C(C)C.CS(Cl)(=O)=O.N1CCOCC1. (4) Given the product [Br:1][C:2]1[CH:3]=[C:4]([CH2:8][C:9]([NH:20][CH:21]2[CH2:26][CH2:25]2)=[O:11])[CH:5]=[CH:6][CH:7]=1, predict the reactants needed to synthesize it. The reactants are: [Br:1][C:2]1[CH:3]=[C:4]([CH2:8][C:9]([OH:11])=O)[CH:5]=[CH:6][CH:7]=1.C1CC[CH:21]([N:20]=C=[N:20][CH:21]2[CH2:26][CH2:25]CCC2)[CH2:26][CH2:25]1.C1(N)CC1. (5) The reactants are: Cl.[F:2][CH2:3][CH2:4][NH2:5].C(N(CC)CC)C.Br[CH2:14][C:15]1[C:19]2([CH2:23][CH2:22][CH2:21][CH2:20]2)[NH:18][S:17](=[O:25])(=[O:24])[C:16]=1[C:26]1[CH:31]=[CH:30][C:29]([Cl:32])=[CH:28][CH:27]=1. Given the product [Cl:32][C:29]1[CH:28]=[CH:27][C:26]([C:16]2[S:17](=[O:25])(=[O:24])[NH:18][C:19]3([CH2:23][CH2:22][CH2:21][CH2:20]3)[C:15]=2[CH2:14][NH:5][CH2:4][CH2:3][F:2])=[CH:31][CH:30]=1, predict the reactants needed to synthesize it.